This data is from Reaction yield outcomes from USPTO patents with 853,638 reactions. The task is: Predict the reaction yield, written as a fraction of the theoretical maximum amount of product (1.0 means a 100% yield; for example, 0.34 means a 34% yield). (1) The product is [F:1][C:2]1[CH:18]=[C:17]([C:19]([F:25])([F:24])[C:20]([F:21])([F:23])[F:22])[CH:16]=[CH:15][C:3]=1[C:4]([NH:6][C:7]1[CH:12]=[CH:11][NH:10][C:9](=[O:13])[CH:8]=1)=[O:5]. The reactants are [F:1][C:2]1[CH:18]=[C:17]([C:19]([F:25])([F:24])[C:20]([F:23])([F:22])[F:21])[CH:16]=[CH:15][C:3]=1[C:4]([NH:6][C:7]1[CH:12]=[CH:11][N:10]=[C:9]([O:13]C)[CH:8]=1)=[O:5]. The yield is 0.720. The catalyst is Br.C(O)(=O)C.O. (2) The reactants are C(OC([N:8]1[CH2:20][C:19]2[S:18][C:17]3[N:16]=[CH:15][N:14]=[C:13]([NH:21][C:22]4[CH:27]=[CH:26][C:25]([O:28][CH2:29][C:30]5[CH:35]=[CH:34][CH:33]=[CH:32][N:31]=5)=[C:24]([Cl:36])[CH:23]=4)[C:12]=3[C:11]=2[CH2:10][CH2:9]1)=O)(C)(C)C.C(O)(C(F)(F)F)=O. The catalyst is C(Cl)Cl. The product is [Cl:36][C:24]1[CH:23]=[C:22]([NH:21][C:13]2[C:12]3[C:11]4[CH2:10][CH2:9][NH:8][CH2:20][C:19]=4[S:18][C:17]=3[N:16]=[CH:15][N:14]=2)[CH:27]=[CH:26][C:25]=1[O:28][CH2:29][C:30]1[CH:35]=[CH:34][CH:33]=[CH:32][N:31]=1. The yield is 0.670. (3) The reactants are [Cl:1][C:2]1[CH:10]=[C:9]2[C:5]([CH:6]=[N:7][NH:8]2)=[CH:4][C:3]=1[NH2:11].[Cl:12][C:13]1[CH:18]=[CH:17][C:16]([CH:19]2[CH2:24][C:23](=[O:25])[NH:22][C:21]([CH3:26])=[C:20]2[C:27](O)=[O:28])=[CH:15][CH:14]=1.C(Cl)CCl.CCN(CC)CC. The catalyst is CN(C=O)C.CCOC(C)=O.Cl. The product is [Cl:1][C:2]1[CH:10]=[C:9]2[C:5]([CH:6]=[N:7][NH:8]2)=[CH:4][C:3]=1[NH:11][C:27]([C:20]1[CH:19]([C:16]2[CH:17]=[CH:18][C:13]([Cl:12])=[CH:14][CH:15]=2)[CH2:24][C:23](=[O:25])[NH:22][C:21]=1[CH3:26])=[O:28]. The yield is 0.250.